From a dataset of Full USPTO retrosynthesis dataset with 1.9M reactions from patents (1976-2016). Predict the reactants needed to synthesize the given product. The reactants are: [OH:1][C:2]1[CH:7]=[CH:6][C:5]([CH2:8][CH2:9][C:10]([OH:12])=[O:11])=[CH:4][CH:3]=1.C(=O)([O-])[O-].[K+].[K+].[CH2:19](Br)[C:20]1[CH:25]=[CH:24][CH:23]=[CH:22][CH:21]=1. Given the product [OH:1][C:2]1[CH:3]=[CH:4][C:5]([CH2:8][CH2:9][C:10]([O:12][CH2:19][C:20]2[CH:25]=[CH:24][CH:23]=[CH:22][CH:21]=2)=[O:11])=[CH:6][CH:7]=1, predict the reactants needed to synthesize it.